From a dataset of Full USPTO retrosynthesis dataset with 1.9M reactions from patents (1976-2016). Predict the reactants needed to synthesize the given product. (1) Given the product [Cl:1][C:2]1[CH:3]=[C:4]([C:8]2[C:9]3[N:22]([CH2:23][C@H:24]4[CH2:29][CH2:28][C@H:27]([CH3:30])[CH2:26][CH2:25]4)[C:21]([C:31]([C:33]4[CH:38]=[CH:37][CH:36]=[CH:35][C:34]=4[F:39])=[O:32])=[N:20][C:10]=3[CH:11]=[C:12]([C:14]3[NH:18][C:17](=[O:19])[O:16][N:15]=3)[N:13]=2)[CH:5]=[N:6][CH:7]=1, predict the reactants needed to synthesize it. The reactants are: [Cl:1][C:2]1[CH:3]=[C:4]([C:8]2[N:13]=[C:12]([C:14]3[NH:18][C:17](=[O:19])[O:16][N:15]=3)[CH:11]=[C:10]3[N:20]=[C:21]([CH:31]([C:33]4[CH:38]=[CH:37][CH:36]=[CH:35][C:34]=4[F:39])[OH:32])[N:22]([CH2:23][C@H:24]4[CH2:29][CH2:28][C@H:27]([CH3:30])[CH2:26][CH2:25]4)[C:9]=23)[CH:5]=[N:6][CH:7]=1.CC(OI1(OC(C)=O)(OC(C)=O)OC(=O)C2C1=CC=CC=2)=O.S([O-])([O-])(=O)=S.[Na+].[Na+]. (2) Given the product [Cl:16][C:4]1[C:5](=[O:15])[N:6]([CH:9]2[CH2:14][CH2:13][CH2:12][CH2:11][CH2:10]2)[N:7]([CH3:8])[C:3]=1[CH2:2][N:29]1[CH2:28][CH2:27][N:26]([C:21]2[CH:22]=[CH:23][CH:24]=[CH:25][C:20]=2[O:19][CH2:17][CH3:18])[CH2:31][CH2:30]1, predict the reactants needed to synthesize it. The reactants are: Br[CH2:2][C:3]1[N:7]([CH3:8])[N:6]([CH:9]2[CH2:14][CH2:13][CH2:12][CH2:11][CH2:10]2)[C:5](=[O:15])[C:4]=1[Cl:16].[CH2:17]([O:19][C:20]1[CH:25]=[CH:24][CH:23]=[CH:22][C:21]=1[N:26]1[CH2:31][CH2:30][NH:29][CH2:28][CH2:27]1)[CH3:18].C(=O)([O-])[O-].[K+].[K+]. (3) The reactants are: [F:1][C:2]1[CH:7]=[C:6]([F:8])[CH:5]=[CH:4][C:3]=1[S:9](/[CH:12]=[CH:13]/[C:14]1[C:15]([NH:23][C:24]2[CH:28]=[CH:27][N:26]([CH3:29])[N:25]=2)=[N:16][C:17](S(C)=O)=[N:18][CH:19]=1)(=[O:11])=[O:10].[NH2:30][C:31]1[CH:32]=[C:33]2[C:38](=[CH:39][CH:40]=1)[N:37]=[CH:36][CH:35]=[CH:34]2. Given the product [F:1][C:2]1[CH:7]=[C:6]([F:8])[CH:5]=[CH:4][C:3]=1[S:9](/[CH:12]=[CH:13]/[C:14]1[C:15]([NH:23][C:24]2[CH:28]=[CH:27][N:26]([CH3:29])[N:25]=2)=[N:16][C:17]([NH:30][C:31]2[CH:32]=[C:33]3[C:38](=[CH:39][CH:40]=2)[N:37]=[CH:36][CH:35]=[CH:34]3)=[N:18][CH:19]=1)(=[O:11])=[O:10], predict the reactants needed to synthesize it. (4) Given the product [C:15]([O:14][C:12]([N:10]1[C:9]2[CH:19]=[C:20]([Cl:24])[CH:21]=[C:22]([Br:23])[C:8]=2[O:7][CH:6]([C:4]([OH:5])=[O:3])[CH2:11]1)=[O:13])([CH3:18])([CH3:16])[CH3:17], predict the reactants needed to synthesize it. The reactants are: CC[O:3][C:4]([CH:6]1[CH2:11][N:10]([C:12]([O:14][C:15]([CH3:18])([CH3:17])[CH3:16])=[O:13])[C:9]2[CH:19]=[C:20]([Cl:24])[CH:21]=[C:22]([Br:23])[C:8]=2[O:7]1)=[O:5].O.[Li+].[OH-]. (5) Given the product [OH:1]/[N:2]=[C:3](/[CH:23]1[CH2:28][N:27]([CH3:29])[C:26](=[O:30])[CH2:25][CH2:24]1)\[CH2:4][C@H:5]([C:13]1[CH:18]=[CH:17][C:16]([S:19]([CH3:22])(=[O:20])=[O:21])=[CH:15][CH:14]=1)[C:6]1[CH:11]=[CH:10][CH:9]=[CH:8][C:7]=1[CH3:12].[OH:1]/[N:2]=[C:3](\[CH:23]1[CH2:28][N:27]([CH3:29])[C:26](=[O:30])[CH2:25][CH2:24]1)/[CH2:4][C@H:5]([C:13]1[CH:18]=[CH:17][C:16]([S:19]([CH3:22])(=[O:20])=[O:21])=[CH:15][CH:14]=1)[C:6]1[CH:11]=[CH:10][CH:9]=[CH:8][C:7]=1[CH3:12], predict the reactants needed to synthesize it. The reactants are: [OH:1][N:2]=[C:3]([CH:23]1[CH2:28][N:27]([CH3:29])[C:26](=[O:30])[CH2:25][CH2:24]1)[CH2:4][C@H:5]([C:13]1[CH:18]=[CH:17][C:16]([S:19]([CH3:22])(=[O:21])=[O:20])=[CH:15][CH:14]=1)[C:6]1[CH:11]=[CH:10][CH:9]=[CH:8][C:7]=1[CH3:12].